Dataset: Forward reaction prediction with 1.9M reactions from USPTO patents (1976-2016). Task: Predict the product of the given reaction. Given the reactants [CH:1]([C:3]1[CH:18]=[CH:17][C:6]([O:7][C:8]2[CH:16]=[CH:15][C:11]([C:12]([NH2:14])=[O:13])=[CH:10][N:9]=2)=[C:5]([O:19][CH3:20])[CH:4]=1)=O.[O:21]1[CH2:26][CH2:25][CH:24]([CH2:27][CH2:28][NH2:29])[CH2:23][CH2:22]1, predict the reaction product. The product is: [CH3:20][O:19][C:5]1[CH:4]=[C:3]([CH2:1][NH:29][CH2:28][CH2:27][CH:24]2[CH2:25][CH2:26][O:21][CH2:22][CH2:23]2)[CH:18]=[CH:17][C:6]=1[O:7][C:8]1[CH:16]=[CH:15][C:11]([C:12]([NH2:14])=[O:13])=[CH:10][N:9]=1.